From a dataset of Reaction yield outcomes from USPTO patents with 853,638 reactions. Predict the reaction yield, written as a fraction of the theoretical maximum amount of product (1.0 means a 100% yield; for example, 0.34 means a 34% yield). The yield is 0.800. The product is [CH2:1]([N:8]([CH2:9][C@@H:10]([C:19]1[CH:28]=[CH:27][C:26]([O:29][CH2:30][C:31]2[CH:32]=[CH:33][CH:34]=[CH:35][CH:36]=2)=[C:25]2[C:20]=1[CH:21]=[CH:22][C:23](=[O:37])[NH:24]2)[O:11][Si:12]([C:15]([CH3:18])([CH3:17])[CH3:16])([CH3:14])[CH3:13])[CH2:43][CH2:44][CH2:45][CH2:46][CH2:47][CH2:48][CH2:49][CH2:50][CH2:51][N:52]1[CH2:53][CH2:54][CH:55]([O:58][C:59](=[O:73])[NH:60][C:61]2[CH:66]=[CH:65][CH:64]=[CH:63][C:62]=2[C:67]2[CH:68]=[CH:69][CH:70]=[CH:71][CH:72]=2)[CH2:56][CH2:57]1)[C:2]1[CH:7]=[CH:6][CH:5]=[CH:4][CH:3]=1. The reactants are [CH2:1]([NH:8][CH2:9][C@@H:10]([C:19]1[CH:28]=[CH:27][C:26]([O:29][CH2:30][C:31]2[CH:36]=[CH:35][CH:34]=[CH:33][CH:32]=2)=[C:25]2[C:20]=1[CH:21]=[CH:22][C:23](=[O:37])[NH:24]2)[O:11][Si:12]([C:15]([CH3:18])([CH3:17])[CH3:16])([CH3:14])[CH3:13])[C:2]1[CH:7]=[CH:6][CH:5]=[CH:4][CH:3]=1.C(O)(=O)C.O=[CH:43][CH2:44][CH2:45][CH2:46][CH2:47][CH2:48][CH2:49][CH2:50][CH2:51][N:52]1[CH2:57][CH2:56][CH:55]([O:58][C:59](=[O:73])[NH:60][C:61]2[CH:66]=[CH:65][CH:64]=[CH:63][C:62]=2[C:67]2[CH:72]=[CH:71][CH:70]=[CH:69][CH:68]=2)[CH2:54][CH2:53]1.C(O[BH-](OC(=O)C)OC(=O)C)(=O)C.[Na+].C(=O)(O)[O-].[Na+]. The catalyst is ClCCl.